From a dataset of Catalyst prediction with 721,799 reactions and 888 catalyst types from USPTO. Predict which catalyst facilitates the given reaction. (1) Reactant: C1C=C(Cl)C=C(C(OO)=O)C=1.[Cl:12][CH2:13][C:14]1[N:15]([CH2:27][C:28]([CH3:31])([OH:30])[CH3:29])[C:16]2[C:25]3[CH:24]=[CH:23][CH:22]=[CH:21][C:20]=3[N:19]=[CH:18][C:17]=2[N:26]=1.[OH-].[NH4+:33].C1(C)C=CC(S(Cl)(=O)=O)=CC=1. Product: [NH2:33][C:18]1[C:17]2[N:26]=[C:14]([CH2:13][Cl:12])[N:15]([CH2:27][C:28]([CH3:31])([OH:30])[CH3:29])[C:16]=2[C:25]2[CH:24]=[CH:23][CH:22]=[CH:21][C:20]=2[N:19]=1. The catalyst class is: 22. (2) Reactant: Br[C:2]1[CH:7]=[CH:6][C:5]([C:8]2[N:12]([CH2:13][CH:14]([CH3:16])[CH3:15])[N:11]=[C:10]([C:17]([F:20])([F:19])[F:18])[CH:9]=2)=[CH:4][CH:3]=1.[CH3:21][S:22]([C:25]1[CH:26]=[C:27](B(O)O)[CH:28]=[CH:29][CH:30]=1)(=[O:24])=[O:23].C([O-])([O-])=O.[Na+].[Na+]. Product: [CH2:13]([N:12]1[C:8]([C:5]2[CH:6]=[CH:7][C:2]([C:29]3[CH:28]=[CH:27][CH:26]=[C:25]([S:22]([CH3:21])(=[O:24])=[O:23])[CH:30]=3)=[CH:3][CH:4]=2)=[CH:9][C:10]([C:17]([F:20])([F:19])[F:18])=[N:11]1)[CH:14]([CH3:16])[CH3:15]. The catalyst class is: 70. (3) Reactant: [CH3:1][C:2]1([CH3:14])[C:6]([CH3:8])([CH3:7])[O:5][B:4]([C:9]2[CH:10]=[N:11][NH:12][CH:13]=2)[O:3]1.Br[CH2:16][CH3:17].C([O-])([O-])=O.[K+].[K+]. Product: [CH2:16]([N:12]1[CH:13]=[C:9]([B:4]2[O:5][C:6]([CH3:7])([CH3:8])[C:2]([CH3:14])([CH3:1])[O:3]2)[CH:10]=[N:11]1)[CH3:17]. The catalyst class is: 31.